Task: Predict the product of the given reaction.. Dataset: Forward reaction prediction with 1.9M reactions from USPTO patents (1976-2016) Given the reactants [H-].[Na+].[CH3:3][C:4]1[N:8]2[C:9]3[CH:15]=[C:14]([CH3:16])[NH:13][C:10]=3[CH:11]=[CH:12][C:7]2=[N:6][N:5]=1.I[CH2:18][CH:19]1[CH2:23][CH2:22][CH2:21][CH2:20]1, predict the reaction product. The product is: [CH:19]1([CH2:18][N:13]2[C:10]3[CH:11]=[CH:12][C:7]4[N:8]([C:4]([CH3:3])=[N:5][N:6]=4)[C:9]=3[CH:15]=[C:14]2[CH3:16])[CH2:23][CH2:22][CH2:21][CH2:20]1.